This data is from Forward reaction prediction with 1.9M reactions from USPTO patents (1976-2016). The task is: Predict the product of the given reaction. The product is: [F:1][C:2]1[C:7]([C:8]([C:9]2[C:17]3[C:16]([CH3:18])=[N:15][CH:14]=[N:13][C:12]=3[NH:11][CH:10]=2)=[O:19])=[C:6]([F:20])[CH:5]=[CH:4][C:3]=1[NH:21][S:22]([CH2:25][CH:26]([CH3:28])[CH3:27])(=[O:24])=[O:23]. Given the reactants [F:1][C:2]1[C:7]([CH:8]([OH:19])[C:9]2[C:17]3[C:16]([CH3:18])=[N:15][CH:14]=[N:13][C:12]=3[NH:11][CH:10]=2)=[C:6]([F:20])[CH:5]=[CH:4][C:3]=1[NH:21][S:22]([CH2:25][CH:26]([CH3:28])[CH3:27])(=[O:24])=[O:23].CC(OI1(OC(C)=O)(OC(C)=O)OC(=O)C2C=CC=CC1=2)=O.S([O-])([O-])(=O)=S.[Na+].[Na+].C(=O)(O)[O-].[Na+], predict the reaction product.